This data is from Catalyst prediction with 721,799 reactions and 888 catalyst types from USPTO. The task is: Predict which catalyst facilitates the given reaction. (1) Product: [CH3:20][N:21]([CH3:30])[C:22]1[CH:23]=[C:24]([C:25]2[NH:1][C:2]3=[N:3][CH:4]=[CH:5][C:6]([NH:9][C@@H:10]4[C@@H:15]5[CH2:16][C@@H:12]([CH:13]=[CH:14]5)[C@@H:11]4[C:17]([NH2:19])=[O:18])=[C:7]3[N:8]=2)[CH:27]=[CH:28][CH:29]=1. The catalyst class is: 8. Reactant: [NH2:1][C:2]1[C:7]([NH2:8])=[C:6]([NH:9][C@@H:10]2[C@@H:15]3[CH2:16][C@@H:12]([CH:13]=[CH:14]3)[C@@H:11]2[C:17]([NH2:19])=[O:18])[CH:5]=[CH:4][N:3]=1.[CH3:20][N:21]([CH3:30])[C:22]1[CH:23]=[C:24]([CH:27]=[CH:28][CH:29]=1)[CH:25]=O.C([O-])(=O)C.[NH4+]. (2) Reactant: [I:1][C:2]1[CH:7]=[CH:6][C:5]([C:8]([F:11])([F:10])[F:9])=[CH:4][C:3]=1[N+:12]([O-])=O.O.NN. Product: [I:1][C:2]1[CH:7]=[CH:6][C:5]([C:8]([F:9])([F:10])[F:11])=[CH:4][C:3]=1[NH2:12]. The catalyst class is: 5. (3) Reactant: C([NH:7][C:8]1[N:9]=[C:10]([O:25][CH:26]([CH3:28])[CH3:27])[C:11]2[CH:17]=[C:16]([C:18]3[CH:23]=[CH:22][C:21]([F:24])=[CH:20][CH:19]=3)[CH:15]=[N:14][C:12]=2[N:13]=1)(=O)C(C)(C)C.C([O-])([O-])=O.[K+].[K+]. Product: [NH2:7][C:8]1[N:9]=[C:10]([O:25][CH:26]([CH3:28])[CH3:27])[C:11]2[CH:17]=[C:16]([C:18]3[CH:19]=[CH:20][C:21]([F:24])=[CH:22][CH:23]=3)[CH:15]=[N:14][C:12]=2[N:13]=1. The catalyst class is: 252. (4) Reactant: [H-].[Na+].[CH3:3][N:4]1[CH2:9][CH2:8][N:7]([C:10]2[CH:15]=[C:14]([NH2:16])[CH:13]=[CH:12][N:11]=2)[CH2:6][CH2:5]1.Cl[C:18]1[C:23]([CH2:24][CH2:25]Cl)=[C:22]([C:27]2[CH:32]=[CH:31][CH:30]=[C:29]([O:33][CH3:34])[CH:28]=2)[N:21]=[C:20]([N:35]2[CH2:40][CH2:39][O:38][CH2:37][CH2:36]2)[N:19]=1. Product: [CH3:34][O:33][C:29]1[CH:28]=[C:27]([C:22]2[C:23]3[CH2:24][CH2:25][N:16]([C:14]4[CH:13]=[CH:12][N:11]=[C:10]([N:7]5[CH2:6][CH2:5][N:4]([CH3:3])[CH2:9][CH2:8]5)[CH:15]=4)[C:18]=3[N:19]=[C:20]([N:35]3[CH2:40][CH2:39][O:38][CH2:37][CH2:36]3)[N:21]=2)[CH:32]=[CH:31][CH:30]=1. The catalyst class is: 7.